From a dataset of Full USPTO retrosynthesis dataset with 1.9M reactions from patents (1976-2016). Predict the reactants needed to synthesize the given product. (1) Given the product [CH2:24]([N:19]1[C:18](=[O:20])[CH2:17][C:16](=[O:21])[N:15]([CH3:22])[C:14]2[CH:23]=[C:10]([O:9][CH3:8])[CH:11]=[CH:12][C:13]1=2)[CH3:25], predict the reactants needed to synthesize it. The reactants are: [H-].[Na+].CN(C=O)C.[CH3:8][O:9][C:10]1[CH:11]=[CH:12][C:13]2[NH:19][C:18](=[O:20])[CH2:17][C:16](=[O:21])[N:15]([CH3:22])[C:14]=2[CH:23]=1.[CH2:24](I)[CH3:25]. (2) Given the product [ClH:13].[CH2:16]1[C:26]2=[C:27]3[C:22](=[CH:23][CH:24]=[CH:25]2)[CH2:21][CH2:20][N:19]([CH2:28][CH2:29][CH2:30][NH:31][S:10]([C:8]2[CH:7]=[CH:6][C:5]4[O:1][CH2:2][CH2:3][C:4]=4[CH:9]=2)(=[O:12])=[O:11])[CH:18]3[CH2:17]1, predict the reactants needed to synthesize it. The reactants are: [O:1]1[C:5]2[CH:6]=[CH:7][C:8]([S:10]([Cl:13])(=[O:12])=[O:11])=[CH:9][C:4]=2[CH2:3][CH2:2]1.Cl.Cl.[CH2:16]1[C:26]2=[C:27]3[C:22](=[CH:23][CH:24]=[CH:25]2)[CH2:21][CH2:20][N:19]([CH2:28][CH2:29][CH2:30][NH2:31])[CH:18]3[CH2:17]1.CCN(C(C)C)C(C)C.